This data is from Catalyst prediction with 721,799 reactions and 888 catalyst types from USPTO. The task is: Predict which catalyst facilitates the given reaction. (1) Reactant: S(=O)(=O)(O)O.[F:6][C:7]1[CH:12]=[C:11]([O:13][CH3:14])[CH:10]=[CH:9][C:8]=1[C:15](=[O:17])[CH3:16].[N+:18]([O-])([OH:20])=[O:19]. Product: [F:6][C:7]1[CH:12]=[C:11]([O:13][CH3:14])[C:10]([N+:18]([O-:20])=[O:19])=[CH:9][C:8]=1[C:15](=[O:17])[CH3:16]. The catalyst class is: 6. (2) Reactant: [Cl:1][C:2]1[S:3][CH:4]=[C:5]([C:7](Cl)=[O:8])[N:6]=1.ClC1S[CH:13]=[C:14](C(O)=O)[N:15]=1.S(Cl)(Cl)=O.C(N)C. Product: [Cl:1][C:2]1[S:3][CH:4]=[C:5]([C:7]([NH:15][CH2:14][CH3:13])=[O:8])[N:6]=1. The catalyst class is: 136. (3) Reactant: [CH3:1][N:2]([C:4]([N:6]=[C:7]([NH2:9])[NH2:8])=[NH:5])[CH3:3].Cl.[OH-].[K+]. Product: [CH3:1][N:2]([C:4]([NH:6][C:7]([NH2:9])=[NH:8])=[NH:5])[CH3:3]. The catalyst class is: 357. (4) Reactant: [O:1]=[C:2]1[NH:7][C:6]([CH2:8][C:9]#[N:10])=[N:5][C:4]2[N:11]=[C:12]([N:14]3[CH2:19][CH2:18][CH:17]([O:20][C:21]4[CH:26]=[CH:25][CH:24]=[CH:23][C:22]=4[C:27]([F:30])([F:29])[F:28])[CH2:16][CH2:15]3)[S:13][C:3]1=2.[N:31]([Sn](CCCC)(CCCC)CCCC)=[N+:32]=[N-:33]. Product: [N:10]1[NH:31][N:32]=[N:33][C:9]=1[CH2:8][C:6]1[NH:7][C:2](=[O:1])[C:3]2[S:13][C:12]([N:14]3[CH2:15][CH2:16][CH:17]([O:20][C:21]4[CH:26]=[CH:25][CH:24]=[CH:23][C:22]=4[C:27]([F:29])([F:28])[F:30])[CH2:18][CH2:19]3)=[N:11][C:4]=2[N:5]=1. The catalyst class is: 11. (5) Reactant: Cl[C:2](Cl)(Cl)[CH:3]([OH:5])O.[OH2:8].O.O.O.O.O.O.O.O.O.S([O-])([O-])(=O)=O.[Na+].[Na+].[F:25][C:26]1[CH:36]=[CH:35][C:29]2[NH:30][CH:31]([CH3:34])[CH2:32][O:33][C:28]=2[C:27]=1[F:37].Cl.Cl.[NH2:40]O. Product: [F:25][C:26]1[CH:36]=[CH:35][C:29]2[N:30]([C:3](=[O:5])[CH:2]=[N:40][OH:8])[CH:31]([CH3:34])[CH2:32][O:33][C:28]=2[C:27]=1[F:37]. The catalyst class is: 97. (6) Reactant: [CH3:1][C:2]([C:5]1[CH:10]=[CH:9][C:8]([C:11]2[C:19]3[C:14](=[CH:15][CH:16]=[CH:17][CH:18]=3)[N:13]([CH2:20][C:21]3[CH:26]=[CH:25][CH:24]=[C:23]([N:27]4[CH2:32][CH2:31][NH:30][CH2:29][CH2:28]4)[CH:22]=3)[C:12]=2[C:33]([O:35]CC2C=CC=CC=2)=[O:34])=[CH:7][CH:6]=1)([CH3:4])[CH3:3].[CH3:43][CH2:44][O:45][C:46](Cl)=[O:47].CCOC(C)=O. Product: [CH3:1][C:2]([C:5]1[CH:10]=[CH:9][C:8]([C:11]2[C:19]3[C:14](=[CH:15][CH:16]=[CH:17][CH:18]=3)[N:13]([CH2:20][C:21]3[CH:26]=[CH:25][CH:24]=[C:23]([N:27]4[CH2:28][CH2:29][N:30]([C:46]([O:45][CH2:44][CH3:43])=[O:47])[CH2:31][CH2:32]4)[CH:22]=3)[C:12]=2[C:33]([OH:35])=[O:34])=[CH:7][CH:6]=1)([CH3:3])[CH3:4]. The catalyst class is: 2. (7) Reactant: [CH:1]([O:4][C:5](=[O:30])[NH:6][C@@H:7]1[CH2:29][C:10]2[N:11]([CH2:20][C:21]3[C:26]([O:27]C)=[CH:25][CH:24]=[CH:23][N:22]=3)[C:12]3[CH:13]=[CH:14][C:15]([C:18]#[N:19])=[CH:16][C:17]=3[C:9]=2[CH2:8]1)([CH3:3])[CH3:2].Cl.N1C=CC=CC=1.C(=O)([O-])[O-].[K+].[K+].ClC(OC(C)C)=O.C1(C)C=CC=CC=1.[OH-].[Na+]. Product: [CH:1]([O:4][C:5](=[O:30])[NH:6][C@@H:7]1[CH2:29][C:10]2[N:11]([CH2:20][C:21]3[C:26]([OH:27])=[CH:25][CH:24]=[CH:23][N:22]=3)[C:12]3[CH:13]=[CH:14][C:15]([C:18]#[N:19])=[CH:16][C:17]=3[C:9]=2[CH2:8]1)([CH3:3])[CH3:2]. The catalyst class is: 670. (8) Reactant: C(OC([N:8]1[CH2:12][CH2:11][CH:10]([C:13]#[CH:14])[CH2:9]1)=O)(C)(C)C.[C:15]([OH:21])([C:17]([F:20])([F:19])[F:18])=[O:16]. Product: [F:18][C:17]([F:20])([F:19])[C:15]([O-:21])=[O:16].[C:13]([CH:10]1[CH2:11][CH2:12][NH2+:8][CH2:9]1)#[CH:14]. The catalyst class is: 2. (9) The catalyst class is: 8. Product: [CH2:22]([CH:11]([CH3:10])[C:12]([OH:14])=[O:13])[C:23]1[CH:28]=[CH:27][CH:26]=[CH:25][CH:24]=1. Reactant: C(C1N(CC2C=CC=CC=2Cl)C([CH2:10][C:11]([CH2:22][C:23]2[CH:28]=[CH:27][CH:26]=[CH:25][CH:24]=2)(C(OCC)=O)[C:12]([O:14]CC)=[O:13])=CN=1)CCC.[OH-].[K+].O. (10) Reactant: [C:1]([O:5][C:6]([N:8]1[CH2:12][CH:11]([NH:13]C(OCC[Si](C)(C)C)=O)[CH:10]([C:23](=[O:32])[NH:24][C:25]2[CH:30]=[CH:29][CH:28]=[C:27]([F:31])[CH:26]=2)[CH2:9]1)=[O:7])([CH3:4])([CH3:3])[CH3:2].CCCC[N+](CCCC)(CCCC)CCCC.[F-].O. Product: [NH2:13][CH:11]1[CH:10]([C:23](=[O:32])[NH:24][C:25]2[CH:30]=[CH:29][CH:28]=[C:27]([F:31])[CH:26]=2)[CH2:9][N:8]([C:6]([O:5][C:1]([CH3:4])([CH3:3])[CH3:2])=[O:7])[CH2:12]1. The catalyst class is: 28.